Task: Predict the reaction yield, written as a fraction of the theoretical maximum amount of product (1.0 means a 100% yield; for example, 0.34 means a 34% yield).. Dataset: Reaction yield outcomes from USPTO patents with 853,638 reactions (1) The reactants are CC(S[CH:5]1[CH:9]2[O:10][C:11]([CH3:14])([CH3:13])[O:12][CH:8]2[O:7][CH:6]1[CH:15]1[O:19][C:18]([CH3:21])([CH3:20])[O:17][CH2:16]1)=O. The catalyst is CO.[Ni].[Al].[Ni]. The product is [CH3:20][C:18]1([CH3:21])[O:19][C@@H:15]([C@H:6]2[O:7][C@@H:8]3[O:12][C:11]([CH3:14])([CH3:13])[O:10][C@@H:9]3[CH2:5]2)[CH2:16][O:17]1. The yield is 0.880. (2) The reactants are C(OC([NH:8][C:9]1[S:13][C:12]([C:14]2[C:19]([F:20])=[CH:18][CH:17]=[CH:16][C:15]=2[F:21])=[N:11][C:10]=1[C:22]([NH:24][C:25]1[CH:26]=[N:27][N:28]([CH3:44])[C:29]=1[N:30]1[CH2:35][CH2:34][N:33](C(OC(C)(C)C)=O)[C@H:32]([CH3:43])[CH2:31]1)=[O:23])=O)(C)(C)C.N. The catalyst is C(O)(C(F)(F)F)=O.C(Cl)Cl. The product is [NH2:8][C:9]1[S:13][C:12]([C:14]2[C:15]([F:21])=[CH:16][CH:17]=[CH:18][C:19]=2[F:20])=[N:11][C:10]=1[C:22]([NH:24][C:25]1[CH:26]=[N:27][N:28]([CH3:44])[C:29]=1[N:30]1[CH2:35][CH2:34][NH:33][C@H:32]([CH3:43])[CH2:31]1)=[O:23]. The yield is 0.730.